From a dataset of Forward reaction prediction with 1.9M reactions from USPTO patents (1976-2016). Predict the product of the given reaction. (1) Given the reactants [CH2:1]([C:9]1[CH:14]=[CH:13][NH:12][C:11](=[O:15])[N:10]=1)[CH2:2][C:3]1[CH:8]=[CH:7][CH:6]=[CH:5][CH:4]=1.Br[C:17]1[CH:18]=[CH:19][C:20]2[C:21]3[CH2:31][N:30]([C:32]([O:34]CCCC)=[O:33])[CH2:29][CH2:28][CH2:27][C:22]=3[N:23]([CH3:26])[C:24]=2[CH:25]=1.OC1C=C[CH:43]=[C:44]2[C:49]=1N=CC=[CH:45]2.C([O-])([O-])=O.[Cs+].[Cs+], predict the reaction product. The product is: [CH3:26][N:23]1[C:24]2[CH:25]=[C:17]([N:12]3[CH:13]=[CH:14][C:9]([CH2:1][CH2:2][C:3]4[CH:4]=[CH:5][CH:6]=[CH:7][CH:8]=4)=[N:10][C:11]3=[O:15])[CH:18]=[CH:19][C:20]=2[C:21]2[CH2:31][N:30]([C:32]([O:34][C:44]([CH3:49])([CH3:45])[CH3:43])=[O:33])[CH2:29][CH2:28][CH2:27][C:22]1=2. (2) Given the reactants [Cl:1][C:2]1[CH:3]=[C:4]([C:12]2[S:16][N:15]=[C:14]([C:17]3[C:18]([CH2:26][CH3:27])=[C:19]([CH2:23][CH:24]=O)[CH:20]=[CH:21][CH:22]=3)[N:13]=2)[CH:5]=[CH:6][C:7]=1[O:8][CH:9]([CH3:11])[CH3:10].[NH:28]1[CH2:31][CH:30]([C:32]([O:34]C)=[O:33])[CH2:29]1.C(O)(=O)C.C(O[BH-](OC(=O)C)OC(=O)C)(=O)C.[Na+], predict the reaction product. The product is: [Cl:1][C:2]1[CH:3]=[C:4]([C:12]2[S:16][N:15]=[C:14]([C:17]3[C:18]([CH2:26][CH3:27])=[C:19]([CH2:23][CH2:24][N:28]4[CH2:29][CH:30]([C:32]([OH:34])=[O:33])[CH2:31]4)[CH:20]=[CH:21][CH:22]=3)[N:13]=2)[CH:5]=[CH:6][C:7]=1[O:8][CH:9]([CH3:11])[CH3:10]. (3) Given the reactants [NH2:1][C@H:2]([CH2:6][CH:7]=[CH2:8])[C:3]([OH:5])=[O:4].[OH-].[Na+].[CH3:11][C:12]([O:15][C:16](O[C:16]([O:15][C:12]([CH3:14])([CH3:13])[CH3:11])=[O:17])=[O:17])([CH3:14])[CH3:13], predict the reaction product. The product is: [C:12]([O:15][C:16]([NH:1][C@H:2]([CH2:6][CH:7]=[CH2:8])[C:3]([OH:5])=[O:4])=[O:17])([CH3:14])([CH3:13])[CH3:11]. (4) The product is: [ClH:30].[ClH:30].[NH2:22][C@@H:12]([C:4]1[NH:3][C:7]2[CH:8]=[CH:9][CH:10]=[CH:11][C:6]=2[N:5]=1)[CH2:13][C:14]1[CH:15]=[CH:16][C:17]([C:20]#[N:21])=[CH:18][CH:19]=1. Given the reactants N#N.[NH:3]1[C:7]2[CH:8]=[CH:9][CH:10]=[CH:11][C:6]=2[N:5]=[C:4]1[C@H:12]([NH:22]C(=O)OC(C)(C)C)[CH2:13][C:14]1[CH:19]=[CH:18][C:17]([C:20]#[N:21])=[CH:16][CH:15]=1.[ClH:30], predict the reaction product. (5) Given the reactants II.[CH3:3][C:4]1[CH:12]=[CH:11][C:10]2[N:9]([CH:13]=[C:14]([C:16]3[CH:21]=[CH:20][N:19]=[CH:18][CH:17]=3)[CH3:15])[C:8]3[CH2:22][CH2:23][N:24]([C:26]([O:28][CH2:29][C:30]([Cl:33])([Cl:32])[Cl:31])=[O:27])[CH2:25][C:7]=3[C:6]=2[CH:5]=1.[CH2:34](I)I, predict the reaction product. The product is: [CH3:3][C:4]1[CH:12]=[CH:11][C:10]2[N:9]([CH:13]=[C:14]([C:16]3[CH:17]=[CH:18][N:19]([CH3:34])[CH2:20][CH:21]=3)[CH3:15])[C:8]3[CH2:22][CH2:23][N:24]([C:26]([O:28][CH2:29][C:30]([Cl:33])([Cl:32])[Cl:31])=[O:27])[CH2:25][C:7]=3[C:6]=2[CH:5]=1. (6) The product is: [C:14]([NH:13][C:11]1[NH:12][C:8]([C:5]2[CH:6]=[CH:7][C:2]([C:25]3[CH:26]=[CH:27][C:28]([C:31]4[NH:35][C:34]([C@@H:36]5[CH2:40][CH2:39][CH2:38][N:37]5[C:41]([O:43][C:44]([CH3:47])([CH3:46])[CH3:45])=[O:42])=[N:33][CH:32]=4)=[CH:29][CH:30]=3)=[CH:3][CH:4]=2)=[CH:9][N:10]=1)(=[O:16])[CH3:15]. Given the reactants Br[C:2]1[CH:7]=[CH:6][C:5]([C:8]2[NH:12][C:11]([NH:13][C:14](=[O:16])[CH3:15])=[N:10][CH:9]=2)=[CH:4][CH:3]=1.CC1(C)C(C)(C)OB([C:25]2[CH:30]=[CH:29][C:28]([C:31]3[NH:35][C:34]([C@@H:36]4[CH2:40][CH2:39][CH2:38][N:37]4[C:41]([O:43][C:44]([CH3:47])([CH3:46])[CH3:45])=[O:42])=[N:33][CH:32]=3)=[CH:27][CH:26]=2)O1.C([O-])(O)=O.[Na+], predict the reaction product.